Task: Predict the product of the given reaction.. Dataset: Forward reaction prediction with 1.9M reactions from USPTO patents (1976-2016) (1) Given the reactants [F:1][C:2]1[CH:7]=[CH:6][C:5]([NH:8][C:9]([C:11]2[CH:16]=[CH:15][C:14]([Cl:17])=[CH:13][N:12]=2)=[O:10])=[CH:4][C:3]=1[C:18]12[CH2:25][CH:24]1[CH2:23][O:22][CH2:21][C:20](=S)[NH:19]2.[NH3:27].C(OO)(C)(C)C, predict the reaction product. The product is: [NH2:27][C:20]1[CH2:21][O:22][CH2:23][CH:24]2[C:18]([C:3]3[CH:4]=[C:5]([NH:8][C:9]([C:11]4[CH:16]=[CH:15][C:14]([Cl:17])=[CH:13][N:12]=4)=[O:10])[CH:6]=[CH:7][C:2]=3[F:1])([CH2:25]2)[N:19]=1. (2) Given the reactants Cl[C:2]1[C:11]2[C:6](=[CH:7][C:8]([O:14][CH2:15][CH2:16][CH2:17][N:18]3[CH2:23][CH2:22][N:21]([CH3:24])[CH2:20][CH2:19]3)=[C:9]([O:12][CH3:13])[CH:10]=2)[N:5]=[CH:4][N:3]=1.[NH2:25][C:26]1[C:31]2[CH:32]=[CH:33][O:34][C:30]=2[CH:29]=[CH:28][CH:27]=1.Cl, predict the reaction product. The product is: [O:34]1[C:30]2[CH:29]=[CH:28][CH:27]=[C:26]([NH:25][C:2]3[C:11]4[C:6](=[CH:7][C:8]([O:14][CH2:15][CH2:16][CH2:17][N:18]5[CH2:23][CH2:22][N:21]([CH3:24])[CH2:20][CH2:19]5)=[C:9]([O:12][CH3:13])[CH:10]=4)[N:5]=[CH:4][N:3]=3)[C:31]=2[CH:32]=[CH:33]1. (3) Given the reactants [F:1][C:2]1[CH:11]=[C:10]([N+:12]([O-])=O)[C:9]([O:15][CH3:16])=[CH:8][C:3]=1[C:4]([O:6][CH3:7])=[O:5], predict the reaction product. The product is: [NH2:12][C:10]1[C:9]([O:15][CH3:16])=[CH:8][C:3]([C:4]([O:6][CH3:7])=[O:5])=[C:2]([F:1])[CH:11]=1.